Dataset: Reaction yield outcomes from USPTO patents with 853,638 reactions. Task: Predict the reaction yield, written as a fraction of the theoretical maximum amount of product (1.0 means a 100% yield; for example, 0.34 means a 34% yield). (1) The reactants are [Br:1][C:2]1[C:3]([CH3:9])=[CH:4][C:5]([Cl:8])=[N:6][CH:7]=1.C([O:14]C(N(C)C)N(C)C)(C)(C)C.I([O-])(=O)(=O)=O.[Na+]. The catalyst is CN(C)C=O.O1CCCC1.O.ClCCl. The product is [Br:1][C:2]1[C:3]([CH:9]=[O:14])=[CH:4][C:5]([Cl:8])=[N:6][CH:7]=1. The yield is 0.800. (2) The product is [CH:1]1[C:10]2[C:5](=[CH:6][CH:7]=[CH:8][CH:9]=2)[CH:4]=[CH:3][C:2]=1[C:11]([NH:19][NH2:20])=[O:13]. The catalyst is O. The reactants are [CH:1]1[C:10]2[C:5](=[CH:6][CH:7]=[CH:8][CH:9]=2)[CH:4]=[CH:3][C:2]=1[C:11]([O:13]C)=O.C(O)C.O.[NH2:19][NH2:20]. The yield is 0.880. (3) The reactants are [F:1][C:2]1[CH:7]=[C:6]([F:8])[CH:5]=[CH:4][C:3]=1[C@@:9]1([CH2:13][N:14]2[CH:18]=[N:17][CH:16]=[N:15]2)[C@H:11]([CH3:12])[O:10]1.[CH3:19][C:20]1[CH:21]=[CH:22][C:23]([C:27]2[CH2:28][NH:29][CH2:30][CH2:31][CH:32]=2)=[N:24][C:25]=1[CH3:26].O.O.O.Cl([O-])(=O)(=O)=O.[Li+]. The catalyst is C(#N)C. The product is [F:1][C:2]1[CH:7]=[C:6]([F:8])[CH:5]=[CH:4][C:3]=1[C@:9]([OH:10])([C@H:11]([N:29]1[CH2:30][CH2:31][CH:32]=[C:27]([C:23]2[CH:22]=[CH:21][C:20]([CH3:19])=[C:25]([CH3:26])[N:24]=2)[CH2:28]1)[CH3:12])[CH2:13][N:14]1[CH:18]=[N:17][CH:16]=[N:15]1. The yield is 0.357. (4) The reactants are [OH:1][C:2]1[CH:3]=[C:4]([NH:45][S:46]([N:49]([CH3:51])[CH3:50])(=[O:48])=[O:47])[CH:5]=[C:6]([C:8]2[C:16]3[C:15]([NH:17][C@H:18]([C:20]4[N:25]([C:26]5[CH:31]=[CH:30][CH:29]=[CH:28][CH:27]=5)[C:24](=[O:32])[C:23]5=[C:33]([CH3:36])[CH:34]=[CH:35][N:22]5[N:21]=4)[CH3:19])=[N:14][CH:13]=[N:12][C:11]=3[N:10](COCC[Si](C)(C)C)[CH:9]=2)[CH:7]=1.FC(F)(F)C(O)=O.N. No catalyst specified. The product is [OH:1][C:2]1[CH:3]=[C:4]([NH:45][S:46]([N:49]([CH3:51])[CH3:50])(=[O:48])=[O:47])[CH:5]=[C:6]([C:8]2[C:16]3[C:15]([NH:17][C@H:18]([C:20]4[N:25]([C:26]5[CH:27]=[CH:28][CH:29]=[CH:30][CH:31]=5)[C:24](=[O:32])[C:23]5=[C:33]([CH3:36])[CH:34]=[CH:35][N:22]5[N:21]=4)[CH3:19])=[N:14][CH:13]=[N:12][C:11]=3[NH:10][CH:9]=2)[CH:7]=1. The yield is 0.910. (5) The reactants are [CH:1]([C:3]1[C:12]2[C:7](=[CH:8][CH:9]=[CH:10][CH:11]=2)[C:6]([CH2:13][N:14]2[C:22](=[O:23])[C:21]3[C:16](=[CH:17][CH:18]=[CH:19][CH:20]=3)[C:15]2=[O:24])=[CH:5][CH:4]=1)=[CH2:2].Br[CH:26]([C:31]1[CH:36]=[C:35]([Cl:37])[C:34]([Cl:38])=[C:33]([Cl:39])[CH:32]=1)[C:27]([F:30])([F:29])[F:28].N1C=CC=CC=1C1C=CC=CN=1. The catalyst is ClC1C=CC=CC=1Cl.Cl[Cu]. The product is [F:30][C:27]([F:28])([F:29])[CH:26]([C:31]1[CH:32]=[C:33]([Cl:39])[C:34]([Cl:38])=[C:35]([Cl:37])[CH:36]=1)/[CH:2]=[CH:1]/[C:3]1[C:12]2[C:7](=[CH:8][CH:9]=[CH:10][CH:11]=2)[C:6]([CH2:13][N:14]2[C:22](=[O:23])[C:21]3[C:16](=[CH:17][CH:18]=[CH:19][CH:20]=3)[C:15]2=[O:24])=[CH:5][CH:4]=1. The yield is 0.560. (6) The reactants are [C:1]([C:5]1[CH:15]=[CH:14][C:8]([O:9][CH2:10][C:11]([OH:13])=O)=[CH:7][C:6]=1[F:16])([CH3:4])([CH3:3])[CH3:2].[Cl-].ClC1N(C)CC[NH+]1C.FC(F)(F)[C:28](O)=[O:29].[NH2:33][CH2:34][C:35]1[CH:40]=[CH:39][C:38]([NH:41][S:42]([CH3:45])(=[O:44])=[O:43])=[CH:37][C:36]=1OC. The catalyst is C(N(CC)CC)C. The product is [C:1]([C:5]1[CH:15]=[CH:14][C:8]([O:9][CH2:10][C:11]([NH:33][CH2:34][C:35]2[CH:36]=[CH:37][C:38]([NH:41][S:42]([CH3:45])(=[O:43])=[O:44])=[C:39]([O:29][CH3:28])[CH:40]=2)=[O:13])=[CH:7][C:6]=1[F:16])([CH3:2])([CH3:3])[CH3:4]. The yield is 0.200.